From a dataset of hERG potassium channel inhibition data for cardiac toxicity prediction from Karim et al.. Regression/Classification. Given a drug SMILES string, predict its toxicity properties. Task type varies by dataset: regression for continuous values (e.g., LD50, hERG inhibition percentage) or binary classification for toxic/non-toxic outcomes (e.g., AMES mutagenicity, cardiotoxicity, hepatotoxicity). Dataset: herg_karim. (1) The compound is CC[C@@H]1c2nnc(-c3nc(C)ns3)n2CCN1C(=O)c1ccc(F)cc1. The result is 0 (non-blocker). (2) The compound is CS(=O)(=O)C1(c2cc(N3CCOCC3)nc(-c3cccc4[nH]ccc34)n2)CC1. The result is 0 (non-blocker). (3) The compound is Cc1ccc(C23CNCC2C3)cc1. The result is 0 (non-blocker). (4) The compound is CCCCc1cc(OC2CCN(CCCCN(C)S(=O)(=O)CC)CC2)c2ncccc2c1.Cl.Cl. The result is 1 (blocker). (5) The compound is CO[C@@H]1COCC[C@@H]1N[C@@H]1CC[C@@](C(=O)N2CCN(c3cc(C(F)(F)F)ccn3)CC2)(C(C)C)C1. The result is 1 (blocker).